The task is: Predict the reactants needed to synthesize the given product.. This data is from Full USPTO retrosynthesis dataset with 1.9M reactions from patents (1976-2016). Given the product [CH3:1][C:2]1[CH:3]=[CH:4][C:5]([CH2:6][C:8]2[CH:16]=[C:15]([C:17]([OH:19])=[O:18])[C:14]([CH2:20][C:21]3[CH:22]=[CH:23][C:24]([CH3:27])=[CH:25][CH:26]=3)=[CH:13][C:9]=2[C:10]([OH:12])=[O:11])=[CH:29][CH:30]=1, predict the reactants needed to synthesize it. The reactants are: [CH3:1][C:2]1[CH:30]=[CH:29][C:5]([C:6]([C:8]2[CH:16]=[C:15]([C:17]([OH:19])=[O:18])[C:14]([C:20](=O)[C:21]3[CH:26]=[CH:25][C:24]([CH3:27])=[CH:23][CH:22]=3)=[CH:13][C:9]=2[C:10]([OH:12])=[O:11])=O)=[CH:4][CH:3]=1.[H][H].